This data is from Forward reaction prediction with 1.9M reactions from USPTO patents (1976-2016). The task is: Predict the product of the given reaction. (1) Given the reactants Br[C:2]1[N:3]([CH2:9][O:10][CH2:11][CH2:12][Si:13]([CH3:16])([CH3:15])[CH3:14])[C:4]([Br:8])=[C:5]([Br:7])[N:6]=1.[NH:17]1[CH2:22][CH2:21][NH:20][CH2:19][CH2:18]1, predict the reaction product. The product is: [Br:7][C:5]1[N:6]=[C:2]([N:17]2[CH2:22][CH2:21][NH:20][CH2:19][CH2:18]2)[N:3]([CH2:9][O:10][CH2:11][CH2:12][Si:13]([CH3:16])([CH3:15])[CH3:14])[C:4]=1[Br:8]. (2) Given the reactants [N+:1]([C:4]1[CH:9]=[CH:8][CH:7]=[CH:6][C:5]=1[S:10](Cl)(=[O:12])=[O:11])([O-:3])=[O:2].[CH:14]([NH2:17])([CH3:16])[CH3:15].CCN(CC)CC, predict the reaction product. The product is: [CH:14]([NH:17][S:10]([C:5]1[CH:6]=[CH:7][CH:8]=[CH:9][C:4]=1[N+:1]([O-:3])=[O:2])(=[O:12])=[O:11])([CH3:16])[CH3:15]. (3) Given the reactants [Br:1][C:2]1[CH:3]=[C:4]2[C:8](=[C:9]([C:11]([O:13][CH3:14])=[O:12])[CH:10]=1)[N:7](C(OC(C)(C)C)=O)[CH2:6][CH2:5]2.ClCCl.[OH-].[Na+], predict the reaction product. The product is: [Br:1][C:2]1[CH:3]=[C:4]2[C:8](=[C:9]([C:11]([O:13][CH3:14])=[O:12])[CH:10]=1)[NH:7][CH2:6][CH2:5]2. (4) The product is: [CH2:1]([O:3][C:4](=[O:22])[CH2:5][CH:6]1[CH2:15][C:14]2[C:9](=[CH:10][CH:11]=[C:12]([O:16][CH2:17][CH2:18][CH2:19][NH:20][C:34]([NH2:36])=[NH:35])[CH:13]=2)[NH:8][C:7]1=[O:21])[CH3:2]. Given the reactants [CH2:1]([O:3][C:4](=[O:22])[CH2:5][CH:6]1[CH2:15][C:14]2[C:9](=[CH:10][CH:11]=[C:12]([O:16][CH2:17][CH2:18][CH2:19][NH2:20])[CH:13]=2)[NH:8][C:7]1=[O:21])[CH3:2].[N+]([O-])(O)=O.CC1([C:34]([NH2:36])=[NH:35])C=C(C)N=N1.C(N(C(C)C)CC)(C)C, predict the reaction product. (5) Given the reactants [F:1][C:2]([F:17])([F:16])[CH2:3][NH:4][C:5]1[C:10]([NH2:11])=[CH:9][C:8]([C:12]([F:15])([F:14])[F:13])=[CH:7][N:6]=1.[CH2:18]([S:20][C:21]1[C:22]([C:27](O)=[O:28])=[N:23][CH:24]=[CH:25][CH:26]=1)[CH3:19].CCN=C=NCCCN(C)C.Cl.C1C=CC2N(O)N=NC=2C=1.C(O)(=O)CC(CC(O)=O)(C(O)=O)O, predict the reaction product. The product is: [F:17][C:2]([F:1])([F:16])[CH2:3][NH:4][C:5]1[C:10]([NH:11][C:27]([C:22]2[C:21]([S:20][CH2:18][CH3:19])=[CH:26][CH:25]=[CH:24][N:23]=2)=[O:28])=[CH:9][C:8]([C:12]([F:13])([F:14])[F:15])=[CH:7][N:6]=1. (6) Given the reactants [N+:1]([CH2:4][CH2:5][CH:6]=[O:7])([O-:3])=[O:2].[CH2:8](O)[CH2:9][OH:10].O.C1(C)C=CC(S(O)(=O)=O)=CC=1, predict the reaction product. The product is: [N+:1]([CH2:4][CH2:5][CH:6]1[O:10][CH2:9][CH2:8][O:7]1)([O-:3])=[O:2]. (7) The product is: [Cl:8][C:6]1[C:5]([I:17])=[C:4]([CH3:9])[N:3]=[C:2]([NH2:1])[N:7]=1. Given the reactants [NH2:1][C:2]1[N:7]=[C:6]([Cl:8])[CH:5]=[C:4]([CH3:9])[N:3]=1.C1C(=O)N([I:17])C(=O)C1, predict the reaction product. (8) Given the reactants [NH2:1][C:2]1[C:7](Cl)=[C:6]([C:9]([O:11][CH3:12])=[O:10])[N:5]=[C:4]([S:13][CH3:14])[N:3]=1.[CH:15](B1OC(C)(C)C(C)(C)O1)=[CH2:16].[F-].[Cs+].ClCCl, predict the reaction product. The product is: [NH2:1][C:2]1[C:7]([CH:15]=[CH2:16])=[C:6]([C:9]([O:11][CH3:12])=[O:10])[N:5]=[C:4]([S:13][CH3:14])[N:3]=1. (9) Given the reactants [BH4-].[Li+].[I:3][C:4]1[C:12]2[CH:11]=[N:10][CH:9]=[N:8][C:7]=2[N:6]([C:13]([CH3:19])([CH3:18])[C:14](OC)=[O:15])[CH:5]=1.O, predict the reaction product. The product is: [I:3][C:4]1[C:12]2[CH:11]=[N:10][CH:9]=[N:8][C:7]=2[N:6]([C:13]([CH3:19])([CH3:18])[CH2:14][OH:15])[CH:5]=1.